From a dataset of NCI-60 drug combinations with 297,098 pairs across 59 cell lines. Regression. Given two drug SMILES strings and cell line genomic features, predict the synergy score measuring deviation from expected non-interaction effect. (1) Drug 1: C1=CC(=CC=C1CCC2=CNC3=C2C(=O)NC(=N3)N)C(=O)NC(CCC(=O)O)C(=O)O. Drug 2: C1=CC(=CC=C1CC(C(=O)O)N)N(CCCl)CCCl.Cl. Cell line: SR. Synergy scores: CSS=70.7, Synergy_ZIP=2.94, Synergy_Bliss=2.42, Synergy_Loewe=1.56, Synergy_HSA=5.86. (2) Drug 1: CC=C1C(=O)NC(C(=O)OC2CC(=O)NC(C(=O)NC(CSSCCC=C2)C(=O)N1)C(C)C)C(C)C. Drug 2: CC(C)NC(=O)C1=CC=C(C=C1)CNNC.Cl. Cell line: ACHN. Synergy scores: CSS=19.1, Synergy_ZIP=2.42, Synergy_Bliss=1.48, Synergy_Loewe=-45.3, Synergy_HSA=-2.91. (3) Drug 1: CC1=C2C(C(=O)C3(C(CC4C(C3C(C(C2(C)C)(CC1OC(=O)C(C(C5=CC=CC=C5)NC(=O)OC(C)(C)C)O)O)OC(=O)C6=CC=CC=C6)(CO4)OC(=O)C)OC)C)OC. Drug 2: C1CCC(CC1)NC(=O)N(CCCl)N=O. Cell line: K-562. Synergy scores: CSS=45.3, Synergy_ZIP=-5.58, Synergy_Bliss=-9.53, Synergy_Loewe=-18.1, Synergy_HSA=-6.54. (4) Drug 1: CC1C(C(CC(O1)OC2CC(CC3=C2C(=C4C(=C3O)C(=O)C5=C(C4=O)C(=CC=C5)OC)O)(C(=O)C)O)N)O.Cl. Drug 2: B(C(CC(C)C)NC(=O)C(CC1=CC=CC=C1)NC(=O)C2=NC=CN=C2)(O)O. Cell line: M14. Synergy scores: CSS=14.4, Synergy_ZIP=-3.43, Synergy_Bliss=-0.350, Synergy_Loewe=-0.0469, Synergy_HSA=-0.560. (5) Drug 1: CCN(CC)CCNC(=O)C1=C(NC(=C1C)C=C2C3=C(C=CC(=C3)F)NC2=O)C. Drug 2: CNC(=O)C1=NC=CC(=C1)OC2=CC=C(C=C2)NC(=O)NC3=CC(=C(C=C3)Cl)C(F)(F)F. Cell line: IGROV1. Synergy scores: CSS=1.49, Synergy_ZIP=5.14, Synergy_Bliss=-1.38, Synergy_Loewe=-2.04, Synergy_HSA=-2.23. (6) Drug 1: C1C(C(OC1N2C=NC3=C(N=C(N=C32)Cl)N)CO)O. Drug 2: CC1CCCC2(C(O2)CC(NC(=O)CC(C(C(=O)C(C1O)C)(C)C)O)C(=CC3=CSC(=N3)C)C)C. Cell line: SK-OV-3. Synergy scores: CSS=17.1, Synergy_ZIP=-3.39, Synergy_Bliss=-8.80, Synergy_Loewe=-26.4, Synergy_HSA=-11.3. (7) Drug 1: CNC(=O)C1=CC=CC=C1SC2=CC3=C(C=C2)C(=NN3)C=CC4=CC=CC=N4. Drug 2: CN(C)C1=NC(=NC(=N1)N(C)C)N(C)C. Cell line: OVCAR-8. Synergy scores: CSS=-0.0780, Synergy_ZIP=2.75, Synergy_Bliss=4.04, Synergy_Loewe=-1.74, Synergy_HSA=-1.42. (8) Drug 1: C1=CN(C(=O)N=C1N)C2C(C(C(O2)CO)O)O.Cl. Drug 2: C1=NC2=C(N1)C(=S)N=CN2. Cell line: K-562. Synergy scores: CSS=52.0, Synergy_ZIP=-3.20, Synergy_Bliss=-4.42, Synergy_Loewe=-12.1, Synergy_HSA=-2.20. (9) Drug 1: CC(C1=C(C=CC(=C1Cl)F)Cl)OC2=C(N=CC(=C2)C3=CN(N=C3)C4CCNCC4)N. Drug 2: C1CN1P(=S)(N2CC2)N3CC3. Cell line: SNB-19. Synergy scores: CSS=17.7, Synergy_ZIP=-2.01, Synergy_Bliss=4.29, Synergy_Loewe=4.35, Synergy_HSA=4.64. (10) Drug 1: CC1=CC=C(C=C1)C2=CC(=NN2C3=CC=C(C=C3)S(=O)(=O)N)C(F)(F)F. Drug 2: N.N.Cl[Pt+2]Cl. Cell line: NCI-H460. Synergy scores: CSS=50.8, Synergy_ZIP=0.688, Synergy_Bliss=-0.131, Synergy_Loewe=-16.3, Synergy_HSA=-0.497.